Task: Regression. Given a peptide amino acid sequence and an MHC pseudo amino acid sequence, predict their binding affinity value. This is MHC class II binding data.. Dataset: Peptide-MHC class II binding affinity with 134,281 pairs from IEDB (1) The peptide sequence is TGSDGKTTWCSQTDY. The MHC is DRB1_0404 with pseudo-sequence DRB1_0404. The binding affinity (normalized) is 0.357. (2) The peptide sequence is AANKQKQELDEISTN. The MHC is DRB3_0101 with pseudo-sequence DRB3_0101. The binding affinity (normalized) is 0.139. (3) The peptide sequence is PTHRHLKGEACPLPH. The MHC is DRB1_0301 with pseudo-sequence DRB1_0301. The binding affinity (normalized) is 0.184. (4) The MHC is HLA-DPA10201-DPB11401 with pseudo-sequence HLA-DPA10201-DPB11401. The binding affinity (normalized) is 0.300. The peptide sequence is KLIEDINVGFKAAVA. (5) The peptide sequence is MWDPDVYLAFSGHRN. The MHC is HLA-DPA10301-DPB10402 with pseudo-sequence HLA-DPA10301-DPB10402. The binding affinity (normalized) is 0.174. (6) The binding affinity (normalized) is 0.416. The MHC is HLA-DPA10103-DPB10301 with pseudo-sequence HLA-DPA10103-DPB10301. The peptide sequence is LRYYRITYGETGGNS. (7) The peptide sequence is GQHTLPRCWLIRNGS. The MHC is DRB1_0301 with pseudo-sequence DRB1_0301. The binding affinity (normalized) is 0.285. (8) The peptide sequence is AVDGRFAVPQILGDE. The MHC is DRB1_1001 with pseudo-sequence DRB1_1001. The binding affinity (normalized) is 0.184.